Dataset: Full USPTO retrosynthesis dataset with 1.9M reactions from patents (1976-2016). Task: Predict the reactants needed to synthesize the given product. (1) The reactants are: [C:1]([O:5][C:6]([N:8]1[CH2:13][CH2:12][N:11]([C:14]([C:16]2[C:17]3[C:31]([CH:32]4[CH2:34][CH2:33]4)=[N:30][N:29]([CH:35]4[CH2:40][CH2:39][CH2:38][CH2:37][O:36]4)[C:18]=3[N:19]=[C:20]([C:22]3[CH:27]=[CH:26][C:25]([OH:28])=[CH:24][CH:23]=3)[CH:21]=2)=O)[CH2:10][CH2:9]1)=[O:7])([CH3:4])([CH3:3])[CH3:2].B.CSC. Given the product [C:1]([O:5][C:6]([N:8]1[CH2:9][CH2:10][N:11]([CH2:14][C:16]2[CH:21]=[C:20]([C:22]3[CH:23]=[CH:24][C:25]([OH:28])=[CH:26][CH:27]=3)[N:19]=[C:18]3[N:29]([CH:35]4[CH2:40][CH2:39][CH2:38][CH2:37][O:36]4)[N:30]=[C:31]([CH:32]4[CH2:33][CH2:34]4)[C:17]=23)[CH2:12][CH2:13]1)=[O:7])([CH3:4])([CH3:2])[CH3:3], predict the reactants needed to synthesize it. (2) Given the product [Br:18][CH2:12][C:3]1[C:2]([Cl:1])=[CH:11][CH:10]=[CH:9][C:4]=1[C:5]([O:7][CH3:8])=[O:6], predict the reactants needed to synthesize it. The reactants are: [Cl:1][C:2]1[C:3]([CH3:12])=[C:4]([CH:9]=[CH:10][CH:11]=1)[C:5]([O:7][CH3:8])=[O:6].C(Cl)(Cl)(Cl)Cl.[Br:18]N1C(=O)CCC1=O.C(=O)(O)[O-].[Na+]. (3) Given the product [Cl:15][C:16]1[CH:21]=[CH:20][C:19]([C:2]2[CH:3]=[N:4][CH:5]=[C:6]3[C:11]=2[N:10]=[C:9]([C:12]([OH:14])=[O:13])[CH:8]=[CH:7]3)=[CH:18][CH:17]=1, predict the reactants needed to synthesize it. The reactants are: Br[C:2]1[CH:3]=[N:4][CH:5]=[C:6]2[C:11]=1[N:10]=[C:9]([C:12]([OH:14])=[O:13])[CH:8]=[CH:7]2.[Cl:15][C:16]1[CH:21]=[CH:20][C:19](B(O)O)=[CH:18][CH:17]=1.C(=O)([O-])[O-].[Cs+].[Cs+]. (4) Given the product [S:7]1[C:11]2[CH:12]=[CH:13][CH:14]=[CH:15][C:10]=2[N:9]=[C:8]1[NH:16][C:17]1[CH:22]=[CH:21][C:20]([O:23][C:25]2[C:30]([CH:31]3[CH2:35][N:34]([CH3:36])[C:33](=[O:37])[CH2:32]3)=[CH:29][CH:28]=[CH:27][N:26]=2)=[CH:19][CH:18]=1, predict the reactants needed to synthesize it. The reactants are: C(=O)([O-])[O-].[Cs+].[Cs+].[S:7]1[C:11]2[CH:12]=[CH:13][CH:14]=[CH:15][C:10]=2[N:9]=[C:8]1[NH:16][C:17]1[CH:22]=[CH:21][C:20]([OH:23])=[CH:19][CH:18]=1.F[C:25]1[C:30]([CH:31]2[CH2:35][N:34]([CH3:36])[C:33](=[O:37])[CH2:32]2)=[CH:29][CH:28]=[CH:27][N:26]=1.